From a dataset of Catalyst prediction with 721,799 reactions and 888 catalyst types from USPTO. Predict which catalyst facilitates the given reaction. (1) Reactant: [C:1]([NH:5][C:6]([C:8]1[C:16]2[C:11](=[N:12][CH:13]=[C:14]([C:17]3[C:25]4[C:20](=[CH:21][CH:22]=[C:23]([O:26][CH:27]([F:29])[F:28])[CH:24]=4)[N:19]([CH2:30][CH2:31][CH2:32][N:33]([CH3:37])[C:34](=[O:36])[CH3:35])[N:18]=3)[N:15]=2)[N:10](COCC[Si](C)(C)C)[CH:9]=1)=[O:7])([CH3:4])([CH3:3])[CH3:2].FC(F)(F)C(O)=O. Product: [C:1]([NH:5][C:6]([C:8]1[C:16]2[C:11](=[N:12][CH:13]=[C:14]([C:17]3[C:25]4[C:20](=[CH:21][CH:22]=[C:23]([O:26][CH:27]([F:28])[F:29])[CH:24]=4)[N:19]([CH2:30][CH2:31][CH2:32][N:33]([C:34](=[O:36])[CH3:35])[CH3:37])[N:18]=3)[N:15]=2)[NH:10][CH:9]=1)=[O:7])([CH3:4])([CH3:2])[CH3:3]. The catalyst class is: 4. (2) Reactant: Br[C:2]1[S:3][C:4]([C:11]2[N:15]3[N:16]=[C:17]([CH3:25])[CH:18]=[C:19]([CH:20]([CH2:23][CH3:24])[CH2:21][CH3:22])[C:14]3=[N:13][C:12]=2[CH3:26])=[C:5]([C:7]([F:10])([F:9])[F:8])[N:6]=1.C(=O)([O-])[O-].[Cs+].[Cs+].[CH3:33][NH:34][CH3:35]. Product: [CH2:21]([CH:20]([C:19]1[C:14]2[N:15]([C:11]([C:4]3[S:3][C:2]([N:34]([CH3:35])[CH3:33])=[N:6][C:5]=3[C:7]([F:10])([F:9])[F:8])=[C:12]([CH3:26])[N:13]=2)[N:16]=[C:17]([CH3:25])[CH:18]=1)[CH2:23][CH3:24])[CH3:22]. The catalyst class is: 1. (3) Reactant: [C:1]([O:5][C:6]([N:8]1[CH2:13][CH2:12][NH:11][CH2:10][CH2:9]1)=[O:7])([CH3:4])([CH3:3])[CH3:2].[F:14][C:15]1[CH:20]=[CH:19][C:18]([C:21]2[N:25]=[C:24]([C:26]3[CH:31]=[CH:30][C:29]([F:32])=[CH:28][CH:27]=3)[N:23]([CH2:33][C:34](Cl)=[O:35])[N:22]=2)=[CH:17][CH:16]=1.C(N(CC)CC)C. Product: [C:1]([O:5][C:6]([N:8]1[CH2:13][CH2:12][N:11]([C:34](=[O:35])[CH2:33][N:23]2[C:24]([C:26]3[CH:27]=[CH:28][C:29]([F:32])=[CH:30][CH:31]=3)=[N:25][C:21]([C:18]3[CH:19]=[CH:20][C:15]([F:14])=[CH:16][CH:17]=3)=[N:22]2)[CH2:10][CH2:9]1)=[O:7])([CH3:4])([CH3:2])[CH3:3]. The catalyst class is: 4. (4) Reactant: [Cl:1][C:2]1[CH:15]=[C:14]([F:16])[C:13]([N:17]2[C:22](=[O:23])[CH:21]=[C:20]([C:24]([F:27])([F:26])[F:25])[N:19]([CH3:28])[C:18]2=[O:29])=[CH:12][C:3]=1[O:4][C:5]1[CH:10]=[CH:9][CH:8]=[CH:7][C:6]=1[OH:11].C(=O)([O-])[O-].[K+].[K+].Br[CH:37]([CH3:42])[C:38]([O:40][CH3:41])=[O:39]. Product: [Cl:1][C:2]1[CH:15]=[C:14]([F:16])[C:13]([N:17]2[C:22](=[O:23])[CH:21]=[C:20]([C:24]([F:25])([F:26])[F:27])[N:19]([CH3:28])[C:18]2=[O:29])=[CH:12][C:3]=1[O:4][C:5]1[CH:10]=[CH:9][CH:8]=[CH:7][C:6]=1[O:11][CH:37]([CH3:42])[C:38]([O:40][CH3:41])=[O:39]. The catalyst class is: 9.